From a dataset of Reaction yield outcomes from USPTO patents with 853,638 reactions. Predict the reaction yield, written as a fraction of the theoretical maximum amount of product (1.0 means a 100% yield; for example, 0.34 means a 34% yield). (1) The reactants are Cl[C:2]1[N:11]=[C:10]([N:12]([C:14]2[CH:19]=[CH:18][C:17]([O:20][CH3:21])=[CH:16][CH:15]=2)[CH3:13])[C:9]2[C:4](=[CH:5][CH:6]=[CH:7][CH:8]=2)[N:3]=1.[CH3:22][S-:23].[Na+]. The catalyst is C(OCC)(=O)C. The product is [CH3:22][S:23][C:2]1[N:11]=[C:10]([N:12]([C:14]2[CH:19]=[CH:18][C:17]([O:20][CH3:21])=[CH:16][CH:15]=2)[CH3:13])[C:9]2[C:4](=[CH:5][CH:6]=[CH:7][CH:8]=2)[N:3]=1. The yield is 0.0700. (2) The reactants are [O:1]1[C:3]2([CH2:8][CH2:7][S:6][CH2:5][CH2:4]2)[CH2:2]1.[OH:9][C:10]1[CH:15]=[C:14]([CH3:16])[C:13]([C:17]2[CH:22]=[CH:21][CH:20]=[C:19]([CH:23]=[O:24])[CH:18]=2)=[C:12]([CH3:25])[CH:11]=1.C(=O)([O-])[O-].[K+].[K+]. The catalyst is CN(C)C=O. The product is [OH:1][C:3]1([CH2:2][O:9][C:10]2[CH:15]=[C:14]([CH3:16])[C:13]([C:17]3[CH:22]=[CH:21][CH:20]=[C:19]([CH:23]=[O:24])[CH:18]=3)=[C:12]([CH3:25])[CH:11]=2)[CH2:8][CH2:7][S:6][CH2:5][CH2:4]1. The yield is 0.780.